Predict the product of the given reaction. From a dataset of Forward reaction prediction with 1.9M reactions from USPTO patents (1976-2016). (1) The product is: [F:1][C:2]1[C:3]([NH:13][CH2:17][C:20]2[CH:23]=[CH:24][CH:25]=[CH:26][C:19]=2[F:18])=[N:4][C:5](=[O:12])[N:6]([CH2:8][CH:9]([CH3:10])[CH3:11])[CH:7]=1. Given the reactants [F:1][C:2]1[C:3]([N:13]2[CH:17]=NC=N2)=[N:4][C:5](=[O:12])[N:6]([CH2:8][CH:9]([CH3:11])[CH3:10])[CH:7]=1.[F:18][C:19]1[CH:26]=[CH:25][CH:24]=[CH:23][C:20]=1CN, predict the reaction product. (2) Given the reactants [CH2:1]([C:7]1[NH:8][C:9]2[C:14]([CH:15]=1)=[CH:13][CH:12]=[CH:11][CH:10]=2)[CH2:2][CH2:3][CH2:4][CH2:5][CH3:6].[OH-].[K+].I[CH3:19].[Cl-].[NH4+], predict the reaction product. The product is: [CH2:1]([C:7]1[N:8]([CH3:19])[C:9]2[C:14]([CH:15]=1)=[CH:13][CH:12]=[CH:11][CH:10]=2)[CH2:2][CH2:3][CH2:4][CH2:5][CH3:6].